From a dataset of Reaction yield outcomes from USPTO patents with 853,638 reactions. Predict the reaction yield, written as a fraction of the theoretical maximum amount of product (1.0 means a 100% yield; for example, 0.34 means a 34% yield). (1) The reactants are [C:1]([NH2:4])(=[S:3])[CH3:2].Br[CH2:6][C:7]([C:9]1[CH:14]=[CH:13][CH:12]=[CH:11][CH:10]=1)=O. The catalyst is O1CCOCC1.C(OCC)(=O)C. The product is [CH3:2][C:1]1[S:3][CH:6]=[C:7]([C:9]2[CH:14]=[CH:13][CH:12]=[CH:11][CH:10]=2)[N:4]=1. The yield is 0.780. (2) The reactants are [CH3:1][C:2]1[CH:7]=[CH:6][CH:5]=[CH:4][C:3]=1[N:8]1[C:12]([C:13]2[C:14]([O:35]CC3C=CC=CC=3)=[CH:15][C:16]([O:27]CC3C=CC=CC=3)=[C:17]([CH:26]=2)[C:18]([N:20]([CH3:25])[CH2:21][CH2:22][CH2:23][CH3:24])=[O:19])=[N:11][N:10]=[C:9]1[OH:43].[H][H]. The catalyst is C1COCC1.[Pd]. The product is [CH3:1][C:2]1[CH:7]=[CH:6][CH:5]=[CH:4][C:3]=1[N:8]1[C:12]([C:13]2[C:14]([OH:35])=[CH:15][C:16]([OH:27])=[C:17]([CH:26]=2)[C:18]([N:20]([CH3:25])[CH2:21][CH2:22][CH2:23][CH3:24])=[O:19])=[N:11][N:10]=[C:9]1[OH:43]. The yield is 0.950. (3) The reactants are [NH2:1][C:2]1[CH:6]=[C:5]([Cl:7])[N:4]([C:8]2[CH:13]=[CH:12][C:11]([C:14]3[CH:18]=[CH:17][S:16][CH:15]=3)=[CH:10][CH:9]=2)[C:3]=1[C:19]([O:21][CH2:22][CH3:23])=[O:20].[C:24]([CH2:26][C:27](O)=[O:28])#[N:25].C(N(CC)CC)C.C(Cl)CCl.C1C=CC2N(O)N=NC=2C=1. The catalyst is C(Cl)Cl. The product is [Cl:7][C:5]1[N:4]([C:8]2[CH:9]=[CH:10][C:11]([C:14]3[CH:18]=[CH:17][S:16][CH:15]=3)=[CH:12][CH:13]=2)[C:3]([C:19]([O:21][CH2:22][CH3:23])=[O:20])=[C:2]([NH:1][C:27](=[O:28])[CH2:26][C:24]#[N:25])[CH:6]=1. The yield is 0.716.